From a dataset of Full USPTO retrosynthesis dataset with 1.9M reactions from patents (1976-2016). Predict the reactants needed to synthesize the given product. Given the product [Br:1][C:2]1[CH:17]=[CH:16][C:5]2[N:6]=[C:7]([CH2:9][CH:10]3[CH2:11][CH2:12][N:13]([C:19]4[N:24]=[CH:23][C:22]([CH2:25][CH2:26][CH3:27])=[CH:21][N:20]=4)[CH2:14][CH2:15]3)[S:8][C:4]=2[CH:3]=1, predict the reactants needed to synthesize it. The reactants are: [Br:1][C:2]1[CH:17]=[CH:16][C:5]2[N:6]=[C:7]([CH2:9][CH:10]3[CH2:15][CH2:14][NH:13][CH2:12][CH2:11]3)[S:8][C:4]=2[CH:3]=1.Cl[C:19]1[N:24]=[CH:23][C:22]([CH2:25][CH2:26][CH3:27])=[CH:21][N:20]=1.C(=O)([O-])[O-].[K+].[K+].